This data is from Full USPTO retrosynthesis dataset with 1.9M reactions from patents (1976-2016). The task is: Predict the reactants needed to synthesize the given product. (1) Given the product [Cl:25][C:22]1[CH:23]=[CH:24][C:19]([NH:18][C:16]([C:7]2[C:6]([NH:5][C:38]([C@H:35]3[CH2:36][CH2:37][C@H:32]([N:28]4[CH2:29][CH2:30][CH2:31][C:27]4=[O:26])[CH2:33][CH2:34]3)=[O:39])=[CH:15][C:14]3[C:9](=[CH:10][CH:11]=[CH:12][CH:13]=3)[CH:8]=2)=[O:17])=[N:20][CH:21]=1, predict the reactants needed to synthesize it. The reactants are: S(Cl)(Cl)=O.[NH2:5][C:6]1[C:7]([C:16]([NH:18][C:19]2[CH:24]=[CH:23][C:22]([Cl:25])=[CH:21][N:20]=2)=[O:17])=[CH:8][C:9]2[C:14]([CH:15]=1)=[CH:13][CH:12]=[CH:11][CH:10]=2.[O:26]=[C:27]1[CH2:31][CH2:30][CH2:29][N:28]1[C@H:32]1[CH2:37][CH2:36][C@H:35]([C:38](O)=[O:39])[CH2:34][CH2:33]1.Cl.C(N=C=NCCCN(C)C)C.C(=O)([O-])O.[Na+]. (2) Given the product [ClH:17].[CH2:13]([C:8]1[N:7]=[C:6]([C:4]([OH:5])=[O:3])[CH:11]=[C:10]([CH3:12])[CH:9]=1)[CH:14]([CH3:16])[CH3:15], predict the reactants needed to synthesize it. The reactants are: C([O:3][C:4]([C:6]1[CH:11]=[C:10]([CH3:12])[CH:9]=[C:8]([CH2:13][CH:14]([CH3:16])[CH3:15])[N:7]=1)=[O:5])C.[ClH:17]. (3) Given the product [NH4+:5].[Cl:20][C:15]1[C:14]([CH:4]([N:5]2[CH2:10][CH2:9][N:8]3[CH2:11][CH2:12][CH2:13][C@@H:7]3[CH2:6]2)[C:3]([O-:21])=[O:2])=[CH:19][CH:18]=[CH:17][N:16]=1, predict the reactants needed to synthesize it. The reactants are: C[O:2][C:3](=[O:21])[CH:4]([C:14]1[C:15]([Cl:20])=[N:16][CH:17]=[CH:18][CH:19]=1)[N:5]1[CH2:10][CH2:9][N:8]2[CH2:11][CH2:12][CH2:13][C@@H:7]2[CH2:6]1.[OH-].[K+].[OH-].[Na+]. (4) Given the product [Cl:2][C:3]1[CH:4]=[C:5]2[C:9](=[CH:10][CH:11]=1)[NH:8][CH:7]=[C:6]2[CH2:12][CH2:13][NH:14][C:61]([CH:58]1[CH2:59][CH2:60][N:56]([C:52]2[CH:53]=[CH:54][CH:55]=[C:50]([CH2:48][CH3:49])[CH:51]=2)[C:57]1=[O:64])=[O:62], predict the reactants needed to synthesize it. The reactants are: Cl.[Cl:2][C:3]1[CH:4]=[C:5]2[C:9](=[CH:10][CH:11]=1)[NH:8][CH:7]=[C:6]2[CH2:12][CH2:13][NH2:14].C1CN([P+](ON2N=NC3C=CC=CC2=3)(N2CCCC2)N2CCCC2)CC1.F[P-](F)(F)(F)(F)F.[CH2:48]([C:50]1[CH:51]=[C:52]([N:56]2[CH2:60][CH2:59][CH:58]([C:61](O)=[O:62])[C:57]2=[O:64])[CH:53]=[CH:54][CH:55]=1)[CH3:49]. (5) Given the product [Cl:18][C:19]1[CH:26]=[CH:25][CH:24]=[CH:23][C:20]=1[N:21]([CH3:22])[C:15]([C:2]1[S:1][C:5]2[C:6]3[CH:14]=[CH:13][CH:12]=[CH:11][C:7]=3[O:8][CH2:9][CH2:10][C:4]=2[CH:3]=1)=[O:17], predict the reactants needed to synthesize it. The reactants are: [S:1]1[C:5]2[C:6]3[CH:14]=[CH:13][CH:12]=[CH:11][C:7]=3[O:8][CH2:9][CH2:10][C:4]=2[CH:3]=[C:2]1[C:15]([OH:17])=O.[Cl:18][C:19]1[CH:26]=[CH:25][CH:24]=[CH:23][C:20]=1[NH:21][CH3:22].